Dataset: CYP3A4 inhibition data for predicting drug metabolism from PubChem BioAssay. Task: Regression/Classification. Given a drug SMILES string, predict its absorption, distribution, metabolism, or excretion properties. Task type varies by dataset: regression for continuous measurements (e.g., permeability, clearance, half-life) or binary classification for categorical outcomes (e.g., BBB penetration, CYP inhibition). Dataset: cyp3a4_veith. (1) The molecule is COc1ccccc1CCn1c(=O)c(-c2ccc(F)c(F)c2)nc2cncnc21. The result is 1 (inhibitor). (2) The drug is COc1cc(/C=C(\C#N)C(=O)NCC2CCCO2)c([N+](=O)[O-])cc1OC. The result is 0 (non-inhibitor). (3) The molecule is O=C(O)Cc1c(O)ccc2ccccc12. The result is 0 (non-inhibitor). (4) The molecule is COc1ccccc1CN1CCCC2(CCNCC2)C1. The result is 0 (non-inhibitor).